This data is from Reaction yield outcomes from USPTO patents with 853,638 reactions. The task is: Predict the reaction yield, written as a fraction of the theoretical maximum amount of product (1.0 means a 100% yield; for example, 0.34 means a 34% yield). (1) The product is [F:29][C:30]1[CH:31]=[C:32]([C:33]2[O:1][C:2]3[C:7]([CH2:8][CH:9]=[C:10]([CH3:12])[CH3:11])=[C:6]([OH:13])[C:5]([CH2:14][CH:15]=[C:16]([CH3:17])[CH3:18])=[C:4]([OH:19])[C:3]=3[C:20](=[O:22])[CH:21]=2)[CH:36]=[CH:37][C:38]=1[F:39]. The catalyst is CCCC[N+](CCCC)(CCCC)CCCC.[Br-].C1(C)C=CC=CC=1. The yield is 0.0230. The reactants are [OH:1][C:2]1[C:7]([CH2:8][CH:9]=[C:10]([CH3:12])[CH3:11])=[C:6]([OH:13])[C:5]([CH2:14][CH:15]=[C:16]([CH3:18])[CH3:17])=[C:4]([OH:19])[C:3]=1[C:20](=[O:22])[CH3:21].C(=O)([O-])[O-].[K+].[K+].[F:29][C:30]1[CH:31]=[C:32]([CH:36]=[CH:37][C:38]=1[F:39])[C:33](Cl)=O. (2) The reactants are [H-].[Na+].[Br:3][C:4]1[C:5]([O:17][CH3:18])=[CH:6][C:7]([CH:14]([CH3:16])[CH3:15])=[C:8]([CH:13]=1)[O:9][CH2:10][C:11]#[N:12].[CH:19]([O:21][CH2:22]C)=O.IC. No catalyst specified. The product is [Br:3][C:4]1[C:5]([O:17][CH3:18])=[CH:6][C:7]([CH:14]([CH3:16])[CH3:15])=[C:8]([CH:13]=1)[O:9][C:10](=[CH:19][O:21][CH3:22])[C:11]#[N:12]. The yield is 0.480. (3) The yield is 0.760. The reactants are [CH:1]([C:4]1[CH:9]=[CH:8][C:7]([CH:10]2[CH2:14][O:13][C:12]3[C:15]4[C:20]([C:21]([OH:24])=[C:22]([CH3:23])[C:11]2=3)=[CH:19][CH:18]=[CH:17][CH:16]=4)=[CH:6][CH:5]=1)([CH3:3])[CH3:2].[F:25][C:26]([F:32])([F:31])[S:27]([O-])(=[O:29])=[O:28].O. The product is [F:25][C:26]([F:32])([F:31])[S:27]([O:24][C:21]1[C:20]2[C:15](=[CH:16][CH:17]=[CH:18][CH:19]=2)[C:12]2[O:13][CH2:14][CH:10]([C:7]3[CH:8]=[CH:9][C:4]([CH:1]([CH3:3])[CH3:2])=[CH:5][CH:6]=3)[C:11]=2[C:22]=1[CH3:23])(=[O:29])=[O:28]. The catalyst is CN(C)C1C=CN=CC=1.N1C=CC=CC=1. (4) The yield is 0.660. The catalyst is O1CCCC1.[OH-].[Na+]. The product is [Br:9][C:10]1[C:15]([CH3:16])=[CH:14][C:13]([O:17][CH2:20][CH2:21][CH2:22][O:23][CH3:24])=[CH:12][C:11]=1[CH3:18]. The reactants are CCCCCC.[H-].[Na+].[Br:9][C:10]1[C:15]([CH3:16])=[CH:14][C:13]([OH:17])=[CH:12][C:11]=1[CH3:18].Cl[CH2:20][CH2:21][CH2:22][O:23][CH3:24]. (5) The product is [NH2:1][C:2]1[C:7]([C:8]([NH:9][C:10]2[CH:15]=[CH:14][CH:13]=[CH:12][N:11]=2)=[O:16])=[N:6][C:5]([N:17]2[CH2:18][CH2:19][NH:20][CH2:21][CH2:22]2)=[CH:4][N:3]=1. The yield is 0.730. The catalyst is C(Cl)Cl.CO.C(Cl)Cl. The reactants are [NH2:1][C:2]1[N:3]=[CH:4][C:5]([N:17]2[CH2:22][CH2:21][N:20](C(OC(C)(C)C)=O)[CH2:19][CH2:18]2)=[N:6][C:7]=1[C:8](=[O:16])[NH:9][C:10]1[CH:15]=[CH:14][CH:13]=[CH:12][N:11]=1.C(O)(C(F)(F)F)=O. (6) The reactants are F[C:2]1[CH:7]=[CH:6][C:5]([N+:8]([O-:10])=[O:9])=[CH:4][C:3]=1[C:11]([F:14])([F:13])[F:12].[CH3:15][S:16]([O-:18])=[O:17].[Na+]. The catalyst is CS(C)=O. The product is [CH3:15][S:16]([C:2]1[CH:7]=[CH:6][C:5]([N+:8]([O-:10])=[O:9])=[CH:4][C:3]=1[C:11]([F:14])([F:13])[F:12])(=[O:18])=[O:17]. The yield is 0.578. (7) The reactants are Cl[C:2]1[N:7]=[C:6]([O:8][C:9]2[CH:14]=[CH:13][C:12]([O:15][C:16]3[CH:21]=[CH:20][CH:19]=[CH:18][CH:17]=3)=[CH:11][CH:10]=2)[C:5]([C:22]([NH2:24])=[O:23])=[CH:4][N:3]=1.[C:25]([O:29][C:30]([N:32]1[CH2:37][CH2:36][NH:35][CH2:34][CH2:33]1)=[O:31])([CH3:28])([CH3:27])[CH3:26].CC#N. No catalyst specified. The product is [C:25]([O:29][C:30]([N:32]1[CH2:37][CH2:36][N:35]([C:2]2[N:7]=[C:6]([O:8][C:9]3[CH:14]=[CH:13][C:12]([O:15][C:16]4[CH:21]=[CH:20][CH:19]=[CH:18][CH:17]=4)=[CH:11][CH:10]=3)[C:5]([C:22](=[O:23])[NH2:24])=[CH:4][N:3]=2)[CH2:34][CH2:33]1)=[O:31])([CH3:28])([CH3:26])[CH3:27]. The yield is 0.440.